Dataset: Catalyst prediction with 721,799 reactions and 888 catalyst types from USPTO. Task: Predict which catalyst facilitates the given reaction. (1) Reactant: [Br-].[CH3:2][O:3][C:4]([C:6]1[CH:31]=[CH:30][C:9]([CH2:10][P+](C2C=CC=CC=2)(C2C=CC=CC=2)C2C=CC=CC=2)=[CH:8][CH:7]=1)=[O:5].C([Li])CCC.CCCCCC.[CH:43]([O:46][C:47]1[CH:52]=[CH:51][C:50]([N:53]2[C:57]3[CH:58]=[CH:59][C:60]([CH:62]=O)=[CH:61][C:56]=3[N:55]=[CH:54]2)=[CH:49][CH:48]=1)([CH3:45])[CH3:44]. Product: [CH:43]([O:46][C:47]1[CH:52]=[CH:51][C:50]([N:53]2[C:57]3[CH:58]=[CH:59][C:60](/[CH:62]=[CH:10]\[C:9]4[CH:8]=[CH:7][C:6]([C:4]([O:3][CH3:2])=[O:5])=[CH:31][CH:30]=4)=[CH:61][C:56]=3[N:55]=[CH:54]2)=[CH:49][CH:48]=1)([CH3:45])[CH3:44]. The catalyst class is: 7. (2) Reactant: [CH3:1][O:2][C:3]([C:5]1[CH:10]=[CH:9][C:8]([C:11]2[CH:16]=[CH:15][C:14]([OH:17])=[CH:13][CH:12]=2)=[CH:7][CH:6]=1)=[O:4].[H-].[Na+].Cl[CH2:21][O:22][CH2:23][CH2:24][O:25][CH3:26].Cl. The catalyst class is: 198. Product: [CH3:21][O:22][CH2:23][CH2:24][O:25][CH2:26][O:17][C:14]1[CH:15]=[CH:16][C:11]([C:8]2[CH:9]=[CH:10][C:5]([C:3]([O:2][CH3:1])=[O:4])=[CH:6][CH:7]=2)=[CH:12][CH:13]=1.